From a dataset of Forward reaction prediction with 1.9M reactions from USPTO patents (1976-2016). Predict the product of the given reaction. (1) The product is: [CH2:1]([O:8][C@:9]1([CH2:33][OH:36])[C@@H:13]([CH2:14][O:15][CH2:16][C:17]2[CH:22]=[CH:21][CH:20]=[CH:19][CH:18]=2)[O:12][C@@H:11]([N:23]2[CH:31]=[C:29]([CH3:30])[C:27](=[O:28])[NH:26][C:24]2=[O:25])[C@H:10]1[OH:32])[C:2]1[CH:3]=[CH:4][CH:5]=[CH:6][CH:7]=1. Given the reactants [CH2:1]([O:8][C@:9]1([CH:33]=C)[C@@H:13]([CH2:14][O:15][CH2:16][C:17]2[CH:22]=[CH:21][CH:20]=[CH:19][CH:18]=2)[O:12][C@@H:11]([N:23]2[CH:31]=[C:29]([CH3:30])[C:27](=[O:28])[NH:26][C:24]2=[O:25])[C@H:10]1[OH:32])[C:2]1[CH:7]=[CH:6][CH:5]=[CH:4][CH:3]=1.I([O-])(=O)(=O)=[O:36].[Na+].C(O)(C)(C)C.[BH4-].[Na+], predict the reaction product. (2) The product is: [ClH:1].[Cl:1][C:2]1[CH:3]=[C:4](/[CH:25]=[CH:26]/[C:27]([N:29]2[CH2:34][CH2:33][N:32]([CH2:35][C:36]3[CH:41]=[CH:40][C:39]([CH2:42][CH2:43][O:44][C:45]4[CH:46]=[CH:47][C:48]([Cl:51])=[CH:49][CH:50]=4)=[CH:38][CH:37]=3)[CH2:31][CH2:30]2)=[O:28])[CH:5]=[C:6]([CH3:24])[C:7]=1[O:8][C:9]1[CH:14]=[CH:13][C:12]([O:15][CH2:16][C:17]2[CH:22]=[CH:21][C:20]([CH3:23])=[CH:19][CH:18]=2)=[CH:11][N:10]=1. Given the reactants [Cl:1][C:2]1[CH:3]=[C:4](/[CH:25]=[CH:26]/[C:27]([N:29]2[CH2:34][CH2:33][N:32]([CH2:35][C:36]3[CH:41]=[CH:40][C:39]([CH2:42][CH2:43][O:44][C:45]4[CH:50]=[CH:49][C:48]([Cl:51])=[CH:47][CH:46]=4)=[CH:38][CH:37]=3)[CH2:31][CH2:30]2)=[O:28])[CH:5]=[C:6]([CH3:24])[C:7]=1[O:8][C:9]1[CH:14]=[CH:13][C:12]([O:15][CH2:16][C:17]2[CH:22]=[CH:21][C:20]([CH3:23])=[CH:19][CH:18]=2)=[CH:11][N:10]=1.Cl, predict the reaction product. (3) Given the reactants [Cl:1][C:2]1[N:7]=[C:6]([C:8]2[S:12][C:11]([C:13]([CH3:16])([CH3:15])[CH3:14])=[N:10][C:9]=2[C:17]2[C:18]([F:25])=[C:19]([NH2:24])[CH:20]=[CH:21][C:22]=2[F:23])[CH:5]=[CH:4][N:3]=1.[F:26][C:27]1[CH:28]=[C:29]([S:33](Cl)(=[O:35])=[O:34])[CH:30]=[CH:31][CH:32]=1, predict the reaction product. The product is: [Cl:1][C:2]1[N:7]=[C:6]([C:8]2[S:12][C:11]([C:13]([CH3:16])([CH3:15])[CH3:14])=[N:10][C:9]=2[C:17]2[C:18]([F:25])=[C:19]([NH:24][S:33]([C:29]3[CH:30]=[CH:31][CH:32]=[C:27]([F:26])[CH:28]=3)(=[O:35])=[O:34])[CH:20]=[CH:21][C:22]=2[F:23])[CH:5]=[CH:4][N:3]=1. (4) The product is: [Cl:1][C:2]1[CH:7]=[C:6]([CH2:8][NH:9][C:10]([C@@H:12]2[CH2:16][C@@H:15]([F:17])[CH2:14][N:13]2[S:32]([C:29]2[CH:30]=[CH:31][C:26]([F:25])=[CH:27][CH:28]=2)(=[O:34])=[O:33])=[O:11])[CH:5]=[CH:4][N:3]=1. Given the reactants [Cl:1][C:2]1[CH:7]=[C:6]([CH2:8][NH:9][C:10]([C@@H:12]2[CH2:16][C@@H:15]([F:17])[CH2:14][NH:13]2)=[O:11])[CH:5]=[CH:4][N:3]=1.CCN(CC)CC.[F:25][C:26]1[CH:31]=[CH:30][C:29]([S:32](Cl)(=[O:34])=[O:33])=[CH:28][CH:27]=1, predict the reaction product. (5) The product is: [Br:26][C:9]1[C:10](=[O:18])[C:11]([O:16][CH3:17])=[C:12]2[C:14](=[O:15])[N:3]([CH2:1][CH3:2])[CH2:4][CH:5]3[CH2:6][CH2:7][C:8]=1[N:13]23. Given the reactants [CH2:1]([N:3]1[C:14](=[O:15])[C:12]2[N:13]3[C:8](=[CH:9][C:10](=[O:18])[C:11]=2[O:16][CH3:17])[CH2:7][CH2:6][CH:5]3[CH2:4]1)[CH3:2].C1C(=O)N([Br:26])C(=O)C1, predict the reaction product. (6) The product is: [Cl:1][C:2]1[CH:3]=[C:4]([CH:18]=[CH:19][C:20]=1[O:21][CH3:22])[CH2:5][NH:6][C:7]1[C:12]([C:13]([OH:15])=[O:14])=[CH:11][N:10]=[C:9]([S:16]([CH3:17])=[O:31])[N:8]=1. Given the reactants [Cl:1][C:2]1[CH:3]=[C:4]([CH:18]=[CH:19][C:20]=1[O:21][CH3:22])[CH2:5][NH:6][C:7]1[C:12]([C:13]([OH:15])=[O:14])=[CH:11][N:10]=[C:9]([S:16][CH3:17])[N:8]=1.C1C=C(Cl)C=C(C(OO)=[O:31])C=1.O, predict the reaction product.